This data is from Forward reaction prediction with 1.9M reactions from USPTO patents (1976-2016). The task is: Predict the product of the given reaction. (1) Given the reactants C(OC([NH:8][C@@H:9]1[CH2:14][C@H:13]2[CH2:15][C@@H:10]1[CH2:11][N:12]2[C:16]1[C:28]2[C:27]3[C:22](=[C:23]([N:30](C)[C:31](=O)OC(C)(C)C)[CH:24]=[C:25]([F:29])[CH:26]=3)[NH:21][C:20]=2[N:19]=[C:18]([O:39][C:40]2[CH:41]=[N:42][C:43]3[N:44]([N:46]=[CH:47][CH:48]=3)[CH:45]=2)[N:17]=1)=O)(C)(C)C.C(O)(C(F)(F)F)=O.C(Cl)Cl, predict the reaction product. The product is: [NH2:8][C@@H:9]1[CH2:14][C@H:13]2[CH2:15][C@@H:10]1[CH2:11][N:12]2[C:16]1[C:28]2[C:27]3[C:22](=[C:23]([NH:30][CH3:31])[CH:24]=[C:25]([F:29])[CH:26]=3)[NH:21][C:20]=2[N:19]=[C:18]([O:39][C:40]2[CH:41]=[N:42][C:43]3[N:44]([N:46]=[CH:47][CH:48]=3)[CH:45]=2)[N:17]=1. (2) Given the reactants [CH3:1][C:2]1([CH:7]2[CH2:12][CH2:11][CH:10]([NH:13][C:14](=[O:30])[O:15][CH2:16][CH:17]3[C:29]4[CH:28]=[CH:27][CH:26]=[CH:25][C:24]=4[C:23]4[C:18]3=[CH:19][CH:20]=[CH:21][CH:22]=4)[CH2:9][CH2:8]2)OCC[O:3]1.C1(C)C=CC(S(O)(=O)=O)=CC=1.CC(C)=O, predict the reaction product. The product is: [C:2]([CH:7]1[CH2:8][CH2:9][CH:10]([NH:13][C:14](=[O:30])[O:15][CH2:16][CH:17]2[C:29]3[CH:28]=[CH:27][CH:26]=[CH:25][C:24]=3[C:23]3[C:18]2=[CH:19][CH:20]=[CH:21][CH:22]=3)[CH2:11][CH2:12]1)(=[O:3])[CH3:1]. (3) Given the reactants [BH4-].[Li+].C[O:4][C:5](=O)[C:6]1[CH:11]=[CH:10][CH:9]=[C:8]([Br:12])[C:7]=1[O:13][CH3:14].CO, predict the reaction product. The product is: [Br:12][C:8]1[C:7]([O:13][CH3:14])=[C:6]([CH2:5][OH:4])[CH:11]=[CH:10][CH:9]=1. (4) The product is: [CH2:1]([C:5]1[CH:12]=[CH:11][C:8]([CH:9]=[N:23][OH:24])=[CH:7][CH:6]=1)[CH:2]([CH3:4])[CH3:3]. Given the reactants [CH2:1]([C:5]1[CH:12]=[CH:11][C:8]([CH:9]=O)=[CH:7][CH:6]=1)[CH:2]([CH3:4])[CH3:3].C(O)C.N1C=CC=CC=1.Cl.[NH2:23][OH:24], predict the reaction product.